This data is from Forward reaction prediction with 1.9M reactions from USPTO patents (1976-2016). The task is: Predict the product of the given reaction. Given the reactants [CH3:1][C:2]1[NH:3][C:4]2[C:5](=[O:14])[CH2:6][CH2:7][CH2:8][C:9]=2[C:10]=1[C:11]([OH:13])=O.[CH3:15][N:16]([CH3:21])[CH2:17][CH2:18][CH2:19][NH2:20], predict the reaction product. The product is: [CH3:15][N:16]([CH3:21])[CH2:17][CH2:18][CH2:19][NH:20][C:11]([C:10]1[C:9]2[CH2:8][CH2:7][CH2:6][C:5](=[O:14])[C:4]=2[NH:3][C:2]=1[CH3:1])=[O:13].